From a dataset of Forward reaction prediction with 1.9M reactions from USPTO patents (1976-2016). Predict the product of the given reaction. (1) Given the reactants [NH2:1][C:2]1[N:7]2[N:8]=[C:9]([C:11]([CH3:14])([CH3:13])[CH3:12])[CH:10]=[C:6]2[N:5]=[CH:4][C:3]=1[C:15](OCC)=[O:16], predict the reaction product. The product is: [NH2:1][C:2]1[N:7]2[N:8]=[C:9]([C:11]([CH3:12])([CH3:14])[CH3:13])[CH:10]=[C:6]2[N:5]=[CH:4][C:3]=1[CH2:15][OH:16]. (2) Given the reactants O[CH:2]([C:7]1[C:16]2[C:15](=[O:17])[N:14]([CH2:18][CH2:19][CH2:20][O:21]C3CCCCO3)[C:13](=[O:28])[N:12]([CH3:29])[C:11]=2[N:10]=[CH:9][C:8]=1[O:30][C:31]1[CH:32]=[N:33][CH:34]=[C:35]([CH3:37])[CH:36]=1)[CH2:3][CH:4]([CH3:6])[CH3:5].O[Li].O, predict the reaction product. The product is: [OH:21][CH2:20][CH2:19][CH2:18][N:14]1[C:15](=[O:17])[C:16]2[C:7]([CH2:2][CH2:3][CH:4]([CH3:6])[CH3:5])=[C:8]([O:30][C:31]3[CH:32]=[N:33][CH:34]=[C:35]([CH3:37])[CH:36]=3)[CH:9]=[N:10][C:11]=2[N:12]([CH3:29])[C:13]1=[O:28]. (3) Given the reactants C([Li])CCC.[CH2:6]([O:13][C:14]1[CH:19]=[C:18]([O:20][CH2:21][C:22]2[CH:27]=[CH:26][CH:25]=[CH:24][CH:23]=2)[C:17](Br)=[CH:16][C:15]=1[C:29]1[O:33][N:32]=[C:31]([CH3:34])[C:30]=1[C:35]1[CH:40]=[CH:39][C:38]([O:41][CH3:42])=[CH:37][CH:36]=1)[C:7]1[CH:12]=[CH:11][CH:10]=[CH:9][CH:8]=1.Cl[C:44]([O:46][CH3:47])=[O:45], predict the reaction product. The product is: [CH3:47][O:46][C:44](=[O:45])[C:17]1[CH:16]=[C:15]([C:29]2[O:33][N:32]=[C:31]([CH3:34])[C:30]=2[C:35]2[CH:40]=[CH:39][C:38]([O:41][CH3:42])=[CH:37][CH:36]=2)[C:14]([O:13][CH2:6][C:7]2[CH:12]=[CH:11][CH:10]=[CH:9][CH:8]=2)=[CH:19][C:18]=1[O:20][CH2:21][C:22]1[CH:27]=[CH:26][CH:25]=[CH:24][CH:23]=1. (4) Given the reactants C(OC([N:8]1[CH:15]2[CH:11]([N:12]([C:26]([O:28][CH2:29][C:30]3[CH:35]=[CH:34][CH:33]=[CH:32][CH:31]=3)=[O:27])[CH2:13][CH:14]2[CH2:16][O:17][C:18]2[CH:23]=[CH:22][C:21]([F:24])=[C:20]([F:25])[CH:19]=2)[CH2:10][CH2:9]1)=O)(C)(C)C.C(O)(C(F)(F)F)=O, predict the reaction product. The product is: [CH2:29]([O:28][C:26]([N:12]1[CH2:13][CH:14]([CH2:16][O:17][C:18]2[CH:23]=[CH:22][C:21]([F:24])=[C:20]([F:25])[CH:19]=2)[CH:15]2[NH:8][CH2:9][CH2:10][CH:11]12)=[O:27])[C:30]1[CH:31]=[CH:32][CH:33]=[CH:34][CH:35]=1. (5) Given the reactants C[Si](C([Si](C)(C)C)C(N)=O)(C)C.C([O:21][C@:22]1([CH2:46][CH:47]=[CH2:48])[C@H:26]([O:27][CH2:28][C:29]2[CH:34]=[CH:33][CH:32]=[CH:31][CH:30]=2)[C@@H:25]([CH2:35][O:36][CH2:37][C:38]2[CH:43]=[CH:42][CH:41]=[CH:40][CH:39]=2)[O:24][C@@H:23]1OC)(=O)C1C=CC=CC=1.[NH:49]1[CH:56]=[CH:55][C:53](=[O:54])[NH:52][C:50]1=[O:51].[Sn](Cl)(Cl)(Cl)Cl.C([O-])(O)=O.[Na+], predict the reaction product. The product is: [CH2:46]([C@@:22]1([OH:21])[C@H:26]([O:27][CH2:28][C:29]2[CH:34]=[CH:33][CH:32]=[CH:31][CH:30]=2)[C@@H:25]([CH2:35][O:36][CH2:37][C:38]2[CH:43]=[CH:42][CH:41]=[CH:40][CH:39]=2)[O:24][C@H:23]1[N:49]1[CH:56]=[CH:55][C:53](=[O:54])[NH:52][C:50]1=[O:51])[CH:47]=[CH2:48]. (6) Given the reactants [NH:1]1[C:9]2[C:4](=[CH:5][C:6]([O:10][C@H:11]3[CH2:16][CH2:15][C@H:14]([NH:17][C:18](=O)[CH3:19])[CH2:13][CH2:12]3)=[CH:7][CH:8]=2)[CH:3]=[N:2]1.[H-].[Al+3].[Li+].[H-].[H-].[H-].[OH-].[Na+].[ClH:29].C(OCC)C, predict the reaction product. The product is: [ClH:29].[CH2:18]([NH:17][C@H:14]1[CH2:13][CH2:12][C@H:11]([O:10][C:6]2[CH:5]=[C:4]3[C:9](=[CH:8][CH:7]=2)[NH:1][N:2]=[CH:3]3)[CH2:16][CH2:15]1)[CH3:19].